From a dataset of Full USPTO retrosynthesis dataset with 1.9M reactions from patents (1976-2016). Predict the reactants needed to synthesize the given product. (1) The reactants are: C1(P(C2C=CC=CC=2)C2C=CC3C(=CC=CC=3)C=2C2C3C(=CC=CC=3)C=CC=2P(C2C=CC=CC=2)C2C=CC=CC=2)C=CC=CC=1.CC(C)([O-])C.[Na+].[CH2:53]([O:60][C:61]([N:63]1[C:68]2[CH:69]=[C:70]([Cl:74])[CH:71]=[C:72](Br)[C:67]=2[O:66][CH2:65][CH2:64]1)=[O:62])[C:54]1[CH:59]=[CH:58][CH:57]=[CH:56][CH:55]=1.[C:75]([O:79][C:80]([N:82]1[CH2:87][CH2:86][NH:85][CH2:84][CH2:83]1)=[O:81])([CH3:78])([CH3:77])[CH3:76]. Given the product [CH2:53]([O:60][C:61]([N:63]1[C:68]2[CH:69]=[C:70]([Cl:74])[CH:71]=[C:72]([N:85]3[CH2:84][CH2:83][N:82]([C:80]([O:79][C:75]([CH3:78])([CH3:77])[CH3:76])=[O:81])[CH2:87][CH2:86]3)[C:67]=2[O:66][CH2:65][CH2:64]1)=[O:62])[C:54]1[CH:59]=[CH:58][CH:57]=[CH:56][CH:55]=1, predict the reactants needed to synthesize it. (2) Given the product [O:1]1[CH:5]=[CH:4][C:3]([C:6]2[CH:13]=[CH:12][C:9](/[CH:10]=[CH:22]/[CH:23]=[O:24])=[CH:8][CH:7]=2)=[N:2]1, predict the reactants needed to synthesize it. The reactants are: [O:1]1[CH:5]=[CH:4][C:3]([C:6]2[CH:13]=[CH:12][C:9]([CH:10]=O)=[CH:8][CH:7]=2)=[N:2]1.N1(C2C=C[C:22]([CH:23]=[O:24])=CC=2)C=CC=N1. (3) Given the product [O:37]1[CH:38]=[CH:39][N:40]=[C:36]1[C:2]1[C:10]2[C:9]([C:11]3[CH:12]=[C:13]([NH:17][C:18](=[O:22])[C:19]([CH3:21])=[CH2:20])[CH:14]=[CH:15][CH:16]=3)=[N:8][CH:7]=[N:6][C:5]=2[N:4]([CH2:23][O:24][CH2:25][CH2:26][Si:27]([CH3:28])([CH3:29])[CH3:30])[CH:3]=1, predict the reactants needed to synthesize it. The reactants are: Br[C:2]1[C:10]2[C:9]([C:11]3[CH:12]=[C:13]([NH:17][C:18](=[O:22])[C:19]([CH3:21])=[CH2:20])[CH:14]=[CH:15][CH:16]=3)=[N:8][CH:7]=[N:6][C:5]=2[N:4]([CH2:23][O:24][CH2:25][CH2:26][Si:27]([CH3:30])([CH3:29])[CH3:28])[CH:3]=1.C([Sn](CCCC)(CCCC)[C:36]1[O:37][CH:38]=[CH:39][N:40]=1)CCC.CC(C1C=C(C(C)C)C(C2C=CC=CC=2P(C2CCCCC2)C2CCCCC2)=C(C(C)C)C=1)C.